Dataset: Catalyst prediction with 721,799 reactions and 888 catalyst types from USPTO. Task: Predict which catalyst facilitates the given reaction. (1) Reactant: [Br:1][C:2]1[C:3]([CH3:11])=[C:4]([C:7]([Br:10])=[CH:8][CH:9]=1)[CH:5]=O.S(O)(O)(=O)=O.[NH2:17][OH:18].[OH-].[Na+]. Product: [Br:1][C:2]1[C:3]([CH3:11])=[C:4]([C:7]([Br:10])=[CH:8][CH:9]=1)[CH:5]=[N:17][OH:18]. The catalyst class is: 11. (2) Reactant: C[O:2][C:3](=[O:29])[C:4]1[CH:9]=[CH:8][CH:7]=[C:6]([C:10]2[N:11]=[C:12](Cl)[C:13]3[C:14](=[CH:16][N:17](CC4C=CC(OC)=CC=4)[N:18]=3)[N:15]=2)[N:5]=1.[CH3:30][N:31]1[CH2:36][CH2:35][N:34]([C:37]2[CH:43]=[CH:42][C:40]([NH2:41])=[CH:39][CH:38]=2)[CH2:33][CH2:32]1.Cl. Product: [CH3:30][N:31]1[CH2:32][CH2:33][N:34]([C:37]2[CH:43]=[CH:42][C:40]([NH:41][C:12]3[C:13]4[NH:18][N:17]=[CH:16][C:14]=4[N:15]=[C:10]([C:6]4[N:5]=[C:4]([C:3]([OH:2])=[O:29])[CH:9]=[CH:8][CH:7]=4)[N:11]=3)=[CH:39][CH:38]=2)[CH2:35][CH2:36]1. The catalyst class is: 71. (3) Reactant: [H-].[Al+3].[Li+].[H-].[H-].[H-].[F:7][C:8]1[CH:13]=[CH:12][C:11]([CH:14]2[CH2:19][C:18](=O)[NH:17][CH2:16][CH:15]2[CH2:21][O:22][C:23]2[CH:28]=[CH:27][C:26]3[O:29][CH2:30][O:31][C:25]=3[CH:24]=2)=[CH:10][CH:9]=1. Product: [F:7][C:8]1[CH:13]=[CH:12][C:11]([CH:14]2[CH2:19][CH2:18][NH:17][CH2:16][CH:15]2[CH2:21][O:22][C:23]2[CH:28]=[CH:27][C:26]3[O:29][CH2:30][O:31][C:25]=3[CH:24]=2)=[CH:10][CH:9]=1. The catalyst class is: 7. (4) Reactant: [C:1]1([C@@H:7]2[C@@H:12]([N+:13]([O-])=O)[CH2:11][O:10][CH:9](O)[CH2:8]2)[CH:6]=[CH:5][CH:4]=[CH:3][CH:2]=1.[C:17](O[C:17]([O:19][C:20]([CH3:23])([CH3:22])[CH3:21])=[O:18])([O:19][C:20]([CH3:23])([CH3:22])[CH3:21])=[O:18]. Product: [OH:10][CH2:11][C@H:12]1[C@@H:7]([C:1]2[CH:6]=[CH:5][CH:4]=[CH:3][CH:2]=2)[CH2:8][CH2:9][N:13]1[C:17]([O:19][C:20]([CH3:23])([CH3:22])[CH3:21])=[O:18]. The catalyst class is: 293. (5) Product: [F:31][C:32]1[CH:37]=[CH:36][C:35]([C:2]2[CH:7]=[CH:6][CH:5]=[CH:4][C:3]=2[S:8][CH2:9][C:10]([N:12]([CH:22]([CH3:24])[CH3:23])[NH:13][C:14](=[O:21])[C:15]2[CH:20]=[CH:19][CH:18]=[CH:17][CH:16]=2)=[O:11])=[CH:34][CH:33]=1. The catalyst class is: 57. Reactant: Br[C:2]1[CH:7]=[CH:6][CH:5]=[CH:4][C:3]=1[S:8][CH2:9][C:10]([N:12]([CH:22]([CH3:24])[CH3:23])[NH:13][C:14](=[O:21])[C:15]1[CH:20]=[CH:19][CH:18]=[CH:17][CH:16]=1)=[O:11].C([O-])([O-])=O.[Na+].[Na+].[F:31][C:32]1[CH:37]=[CH:36][C:35](B(O)O)=[CH:34][CH:33]=1. (6) Reactant: C(Cl)(=O)C(Cl)=O.[Br:7][C:8]1[O:12][C:11]([C:13]([OH:15])=O)=[CH:10][CH:9]=1.Cl.[F:17][C:18]1[CH:23]=[C:22]([S:24]([CH3:27])(=[O:26])=[O:25])[CH:21]=[CH:20][C:19]=1[N:28]1[C:32]2=[N:33][CH:34]=[N:35][C:36]([S:37][CH:38]3[CH2:43][CH2:42][NH:41][CH2:40][CH2:39]3)=[C:31]2[CH:30]=[N:29]1.C(N(CC)CC)C. Product: [Br:7][C:8]1[O:12][C:11]([C:13]([N:41]2[CH2:42][CH2:43][CH:38]([S:37][C:36]3[N:35]=[CH:34][N:33]=[C:32]4[N:28]([C:19]5[CH:20]=[CH:21][C:22]([S:24]([CH3:27])(=[O:25])=[O:26])=[CH:23][C:18]=5[F:17])[N:29]=[CH:30][C:31]=34)[CH2:39][CH2:40]2)=[O:15])=[CH:10][CH:9]=1. The catalyst class is: 139. (7) Reactant: [CH2:1]([C:3]1[C:23]([SH:24])=[CH:22][CH:21]=[CH:20][C:4]=1[C:5]([NH:7][C:8]1[CH:13]=[C:12]([C:14]([F:17])([F:16])[F:15])[CH:11]=[CH:10][C:9]=1[NH:18][CH3:19])=O)[CH3:2].O.C1(C)C=CC(S(O)(=O)=O)=CC=1.C(=O)([O-])O.[Na+]. Product: [CH2:1]([C:3]1[C:23]([SH:24])=[CH:22][CH:21]=[CH:20][C:4]=1[C:5]1[N:18]([CH3:19])[C:9]2[CH:10]=[CH:11][C:12]([C:14]([F:17])([F:16])[F:15])=[CH:13][C:8]=2[N:7]=1)[CH3:2]. The catalyst class is: 113. (8) Product: [I:20][C:14]1[C:15](=[O:19])[C:16]2[C:11]([O:12][C:13]=1[C:21]1[CH:26]=[CH:25][CH:24]=[CH:23][CH:22]=1)=[C:10]1[NH:6][N:7]=[CH:8][C:9]1=[CH:18][CH:17]=2. The catalyst class is: 2. Reactant: CN(C)S([N:6]1[C:10]2=[C:11]3[C:16](=[CH:17][CH:18]=[C:9]2[CH:8]=[N:7]1)[C:15](=[O:19])[C:14]([I:20])=[C:13]([C:21]1[CH:26]=[CH:25][CH:24]=[CH:23][CH:22]=1)[O:12]3)(=O)=O.C(O)(C(F)(F)F)=O. (9) Reactant: [N:1]12[CH2:8][CH2:7][CH:4]([CH2:5][CH2:6]1)[C@H:3]([NH:9][CH2:10][CH2:11][N:12]1[C:20]3[C:15](=[CH:16][CH:17]=[CH:18][C:19]=3[C:21]([O:23]C)=[O:22])[CH:14]=[N:13]1)[CH2:2]2.O.[OH-].[Li+:27].O.CO. Product: [N:1]12[CH2:8][CH2:7][CH:4]([CH2:5][CH2:6]1)[C@H:3]([NH:9][CH2:10][CH2:11][N:12]1[C:20]3[C:15](=[CH:16][CH:17]=[CH:18][C:19]=3[C:21]([O-:23])=[O:22])[CH:14]=[N:13]1)[CH2:2]2.[Li+:27]. The catalyst class is: 7. (10) Reactant: [NH2:1][C:2]1[CH:3]=[C:4]([CH:8]=[C:9]([N+:11]([O-:13])=[O:12])[CH:10]=1)[C:5]([OH:7])=[O:6].N1C=CC=C[CH:15]=1.[C:20](OC(=O)C)(=[O:22])[CH3:21].O. The catalyst class is: 2. Product: [C:20]([NH:1][C:2]1[CH:3]=[C:4]([CH:8]=[C:9]([N+:11]([O-:13])=[O:12])[CH:10]=1)[C:5]([O:7][CH3:15])=[O:6])(=[O:22])[CH3:21].